This data is from Full USPTO retrosynthesis dataset with 1.9M reactions from patents (1976-2016). The task is: Predict the reactants needed to synthesize the given product. (1) Given the product [OH:10][C@@:11]([C:18]1[N:19]=[N:20][N:21]([CH2:23][C:24]2[CH:33]=[C:32]3[C:27]([C:28]([C:36]4[N:37]=[C:38]([CH3:41])[O:39][CH:40]=4)=[CH:29][C:30]([C:34]#[N:35])=[N:31]3)=[CH:26][CH:25]=2)[CH:22]=1)([C:14]([F:16])([F:15])[F:17])[CH2:12][CH3:13], predict the reactants needed to synthesize it. The reactants are: [N+](C1C=CC(C([O:10][C@@:11]([C:18]2[N:19]=[N:20][N:21]([CH2:23][C:24]3[CH:33]=[C:32]4[C:27]([C:28]([C:36]5[N:37]=[C:38]([CH3:41])[O:39][CH:40]=5)=[CH:29][C:30]([C:34]#[N:35])=[N:31]4)=[CH:26][CH:25]=3)[CH:22]=2)([C:14]([F:17])([F:16])[F:15])[CH2:12][CH3:13])=O)=CC=1)([O-])=O.[OH-].[Li+]. (2) Given the product [C:1]1([C:7]2[CH:12]=[CH:11][CH:10]=[CH:9][C:8]=2[O:13][CH2:21][CH2:22][CH2:23][CH2:24][CH2:25][CH2:26][OH:27])[CH:2]=[CH:3][CH:4]=[CH:5][CH:6]=1, predict the reactants needed to synthesize it. The reactants are: [C:1]1([C:7]2[CH:12]=[CH:11][CH:10]=[CH:9][C:8]=2[OH:13])[CH:6]=[CH:5][CH:4]=[CH:3][CH:2]=1.C(=O)([O-])[O-].[Na+].[Na+].Br[CH2:21][CH2:22][CH2:23][CH2:24][CH2:25][CH2:26][OH:27]. (3) Given the product [CH3:17][S:18]([C:21]1[CH:28]=[CH:27][C:24]([CH:25]=[CH:9][C:10]([O:12][CH2:13][CH3:14])=[O:11])=[CH:23][CH:22]=1)(=[O:19])=[O:20], predict the reactants needed to synthesize it. The reactants are: C(OP([CH2:9][C:10]([O:12][CH2:13][CH3:14])=[O:11])(OCC)=O)C.[H-].[Na+].[CH3:17][S:18]([C:21]1[CH:28]=[CH:27][C:24]([CH:25]=O)=[CH:23][CH:22]=1)(=[O:20])=[O:19]. (4) Given the product [CH2:11]1[C:10]2[C:33](=[CH:34][CH:35]=[CH:36][CH:37]=2)[CH2:14][CH2:13][N:12]1[CH2:15][CH2:16][CH2:17][CH2:18][O:19][C:20]1[CH:29]=[CH:28][C:27]2[C:22](=[C:23]([OH:30])[CH:24]=[CH:25][CH:26]=2)[N:21]=1, predict the reactants needed to synthesize it. The reactants are: ClC1C(Cl)=CC=CC=1N1[CH2:14][CH2:13][N:12]([CH2:15][CH2:16][CH2:17][CH2:18][O:19][C:20]2[CH:29]=[CH:28][C:27]3[C:22](=[C:23]([OH:30])[CH:24]=[CH:25][CH:26]=3)[N:21]=2)[CH2:11][CH2:10]1.C1C2[C:35](=[CH:36][CH:37]=CC=2)[CH2:34][CH2:33]N1. (5) The reactants are: [NH2:1][C:2]1[N:3]=[C:4]2[CH:9]=[CH:8][C:7]([O:10][C:11]3[CH:12]=[C:13]([NH:17][C:18](=[O:29])[C:19]4[CH:24]=[CH:23][CH:22]=[C:21]([C:25]([F:28])([F:27])[F:26])[CH:20]=4)[CH:14]=[CH:15][CH:16]=3)=[N:6][N:5]2[CH:30]=1.[OH:31][CH2:32][CH2:33][C:34](O)=[O:35].[Cl-].COC1N=C(OC)N=C([N+]2(C)CCOCC2)N=1.[Cl-].[NH4+]. Given the product [OH:35][CH2:34][CH2:33][C:32]([NH:1][C:2]1[N:3]=[C:4]2[CH:9]=[CH:8][C:7]([O:10][C:11]3[CH:12]=[C:13]([NH:17][C:18](=[O:29])[C:19]4[CH:24]=[CH:23][CH:22]=[C:21]([C:25]([F:28])([F:27])[F:26])[CH:20]=4)[CH:14]=[CH:15][CH:16]=3)=[N:6][N:5]2[CH:30]=1)=[O:31], predict the reactants needed to synthesize it.